The task is: Regression. Given two drug SMILES strings and cell line genomic features, predict the synergy score measuring deviation from expected non-interaction effect.. This data is from NCI-60 drug combinations with 297,098 pairs across 59 cell lines. (1) Drug 2: CC1C(C(CC(O1)OC2CC(CC3=C2C(=C4C(=C3O)C(=O)C5=CC=CC=C5C4=O)O)(C(=O)C)O)N)O. Drug 1: CC1C(C(=O)NC(C(=O)N2CCCC2C(=O)N(CC(=O)N(C(C(=O)O1)C(C)C)C)C)C(C)C)NC(=O)C3=C4C(=C(C=C3)C)OC5=C(C(=O)C(=C(C5=N4)C(=O)NC6C(OC(=O)C(N(C(=O)CN(C(=O)C7CCCN7C(=O)C(NC6=O)C(C)C)C)C)C(C)C)C)N)C. Cell line: 786-0. Synergy scores: CSS=48.9, Synergy_ZIP=5.79, Synergy_Bliss=7.97, Synergy_Loewe=5.33, Synergy_HSA=7.87. (2) Drug 1: CN1C(=O)N2C=NC(=C2N=N1)C(=O)N. Drug 2: COC1=C2C(=CC3=C1OC=C3)C=CC(=O)O2. Cell line: EKVX. Synergy scores: CSS=-0.878, Synergy_ZIP=0.621, Synergy_Bliss=-2.15, Synergy_Loewe=-2.82, Synergy_HSA=-4.86. (3) Drug 1: CN1CCC(CC1)COC2=C(C=C3C(=C2)N=CN=C3NC4=C(C=C(C=C4)Br)F)OC. Drug 2: C1CC(=O)NC(=O)C1N2C(=O)C3=CC=CC=C3C2=O. Synergy scores: CSS=15.5, Synergy_ZIP=1.97, Synergy_Bliss=6.63, Synergy_Loewe=2.42, Synergy_HSA=6.38. Cell line: NCIH23. (4) Drug 1: C1=CN(C=N1)CC(O)(P(=O)(O)O)P(=O)(O)O. Drug 2: C1CN1C2=NC(=NC(=N2)N3CC3)N4CC4. Cell line: A498. Synergy scores: CSS=13.1, Synergy_ZIP=-6.00, Synergy_Bliss=3.38, Synergy_Loewe=-7.68, Synergy_HSA=0.447. (5) Synergy scores: CSS=2.63, Synergy_ZIP=0.528, Synergy_Bliss=2.45, Synergy_Loewe=3.89, Synergy_HSA=2.11. Cell line: COLO 205. Drug 1: C1=NC2=C(N=C(N=C2N1C3C(C(C(O3)CO)O)F)Cl)N. Drug 2: C1=NNC2=C1C(=O)NC=N2. (6) Drug 1: C1=CC=C(C=C1)NC(=O)CCCCCCC(=O)NO. Drug 2: CNC(=O)C1=NC=CC(=C1)OC2=CC=C(C=C2)NC(=O)NC3=CC(=C(C=C3)Cl)C(F)(F)F. Cell line: HCT116. Synergy scores: CSS=73.2, Synergy_ZIP=3.15, Synergy_Bliss=2.65, Synergy_Loewe=-7.27, Synergy_HSA=5.54.